From a dataset of Full USPTO retrosynthesis dataset with 1.9M reactions from patents (1976-2016). Predict the reactants needed to synthesize the given product. (1) Given the product [F:12][C:11]([F:14])([F:13])[C:8]1[CH:7]=[N:6][C:5]([N:22]2[CH:15]3[CH2:21][CH2:20][CH:19]2[CH2:18][C:17](=[O:23])[CH2:16]3)=[N:10][CH:9]=1, predict the reactants needed to synthesize it. The reactants are: CS([C:5]1[N:10]=[CH:9][C:8]([C:11]([F:14])([F:13])[F:12])=[CH:7][N:6]=1)(=O)=O.[CH:15]12[NH:22][CH:19]([CH2:20][CH2:21]1)[CH2:18][C:17](=[O:23])[CH2:16]2. (2) Given the product [F:31][C:2]([F:1])([F:30])[C:3]1[CH:8]=[CH:7][C:6]([C:9]2[S:13][CH:12]=[C:11]([C:14](=[N:16][NH:17][C:18]([C:20]3[S:24][C:23]([C:25]([OH:27])=[O:26])=[CH:22][CH:21]=3)=[O:19])[CH3:15])[C:10]=2[OH:29])=[CH:5][CH:4]=1, predict the reactants needed to synthesize it. The reactants are: [F:1][C:2]([F:31])([F:30])[C:3]1[CH:8]=[CH:7][C:6]([C:9]2[S:13][CH:12]=[C:11]([C:14](=[N:16][NH:17][C:18]([C:20]3[S:24][C:23]([C:25]([O:27]C)=[O:26])=[CH:22][CH:21]=3)=[O:19])[CH3:15])[C:10]=2[OH:29])=[CH:5][CH:4]=1.[OH-].[Na+].Cl. (3) Given the product [Cl:1][C:2]1[CH:29]=[C:28]([Cl:30])[CH:27]=[CH:26][C:3]=1[CH2:4][NH:5][C:6]([N:8]1[CH2:9][CH2:10][CH:11]([O:14][C:15]2[CH:20]=[CH:19][C:18]([C:38]([OH:33])=[O:32])=[CH:17][CH:16]=2)[CH2:12][CH2:13]1)=[O:7], predict the reactants needed to synthesize it. The reactants are: [Cl:1][C:2]1[CH:29]=[C:28]([Cl:30])[CH:27]=[CH:26][C:3]=1[CH2:4][NH:5][C:6]([N:8]1[CH2:13][CH2:12][CH:11]([O:14][C:15]2[CH:20]=[CH:19][C:18](CCC(O)=O)=[CH:17][CH:16]=2)[CH2:10][CH2:9]1)=[O:7].[Li+].[OH-:32].[O:33]1[CH2:38]COCC1.O. (4) Given the product [CH:23]([Si:22]([CH:29]([CH3:31])[CH3:30])([CH:26]([CH3:28])[CH3:27])[O:1][CH2:2][CH2:3][O:4][N:5]1[C:6](=[O:15])[C:7]2[C:12](=[CH:11][CH:10]=[CH:9][CH:8]=2)[C:13]1=[O:14])([CH3:25])[CH3:24], predict the reactants needed to synthesize it. The reactants are: [OH:1][CH2:2][CH2:3][O:4][N:5]1[C:13](=[O:14])[C:12]2[C:7](=[CH:8][CH:9]=[CH:10][CH:11]=2)[C:6]1=[O:15].N1C=CN=C1.Cl[Si:22]([CH:29]([CH3:31])[CH3:30])([CH:26]([CH3:28])[CH3:27])[CH:23]([CH3:25])[CH3:24].Cl.